From a dataset of Full USPTO retrosynthesis dataset with 1.9M reactions from patents (1976-2016). Predict the reactants needed to synthesize the given product. (1) Given the product [Cl:1][C:2]1[CH:16]=[C:15]([Cl:17])[CH:14]=[CH:13][C:3]=1[O:4][CH2:5][CH2:6][C:7]([CH3:12])([CH3:11])[C:8]([NH:48][CH:49]1[CH:50]2[CH2:58][CH:54]3[CH2:53][C:52]([OH:59])([CH2:57][CH:56]1[CH2:55]3)[CH2:51]2)=[O:10], predict the reactants needed to synthesize it. The reactants are: [Cl:1][C:2]1[CH:16]=[C:15]([Cl:17])[CH:14]=[CH:13][C:3]=1[O:4][CH2:5][CH2:6][C:7]([CH3:12])([CH3:11])[C:8]([OH:10])=O.C1C=CC2N(O)N=NC=2C=1.CCN=C=NCCCN(C)C.CCN(C(C)C)C(C)C.[NH2:48][CH:49]1[CH:56]2[CH2:57][C:52]3([OH:59])[CH2:53][CH:54]([CH2:58][CH:50]1[CH2:51]3)[CH2:55]2. (2) Given the product [ClH:28].[CH3:1][S:2]([O:5][C:6]1[CH:11]=[CH:10][C:9]([C:12]2([C:20]3[CH:25]=[CH:24][C:23]([F:26])=[C:22]([C:30]4[CH:31]=[N:32][CH:33]=[CH:34][C:29]=4[Cl:28])[CH:21]=3)[C:16](=[O:17])[N:15]([CH3:18])[C:14]([NH2:19])=[N:13]2)=[CH:8][CH:7]=1)(=[O:4])=[O:3], predict the reactants needed to synthesize it. The reactants are: [CH3:1][S:2]([O:5][C:6]1[CH:11]=[CH:10][C:9]([C:12]2([C:20]3[CH:25]=[CH:24][C:23]([F:26])=[C:22](Br)[CH:21]=3)[C:16](=[O:17])[N:15]([CH3:18])[C:14]([NH2:19])=[N:13]2)=[CH:8][CH:7]=1)(=[O:4])=[O:3].[Cl:28][C:29]1[CH:34]=[CH:33][N:32]=[CH:31][C:30]=1B1OC(C)(C)C(C)(C)O1.C(=O)([O-])[O-].[K+].[K+]. (3) Given the product [N:1]([C:4]1[CH:9]=[CH:8][N:7]=[CH:6][C:5]=1/[CH:10]=[N:21]/[C:14]1[C:13]([Cl:12])=[CH:18][C:17]([F:19])=[CH:16][C:15]=1[Cl:20])=[N+:2]=[N-:3], predict the reactants needed to synthesize it. The reactants are: [N:1]([C:4]1[CH:9]=[CH:8][N:7]=[CH:6][C:5]=1[CH:10]=O)=[N+:2]=[N-:3].[Cl:12][C:13]1[CH:18]=[C:17]([F:19])[CH:16]=[C:15]([Cl:20])[C:14]=1[NH2:21].C(N(CC)CC)C. (4) Given the product [CH2:1]([O:3][C:4]1[C:5](/[C:16](/[CH2:24][CH3:25])=[C:17](/[F:23])\[CH2:18][OH:19])=[CH:6][C:7]2[CH:8]=[CH:9][CH2:10][C:11]([CH3:14])([CH3:15])[C:12]=2[CH:13]=1)[CH3:2], predict the reactants needed to synthesize it. The reactants are: [CH2:1]([O:3][C:4]1[C:5](/[C:16](/[CH2:24][CH3:25])=[C:17](/[F:23])\[C:18](OCC)=[O:19])=[CH:6][C:7]2[CH:8]=[CH:9][CH2:10][C:11]([CH3:15])([CH3:14])[C:12]=2[CH:13]=1)[CH3:2].[H-].C([Al+]CC(C)C)C(C)C. (5) Given the product [NH2:15][C:13]1[S:14][CH:10]=[C:9]([C:3]2[CH:4]=[C:5]([F:8])[CH:6]=[CH:7][C:2]=2[F:1])[N:12]=1, predict the reactants needed to synthesize it. The reactants are: [F:1][C:2]1[CH:7]=[CH:6][C:5]([F:8])=[CH:4][C:3]=1[C:9](=O)[CH3:10].[NH2:12][C:13]([NH2:15])=[S:14]. (6) Given the product [F:16][C:17]1[CH:24]=[CH:23][C:20]([CH2:21][O:1][C:2]2[N:6]([C:7]3[CH:12]=[C:11]([C:13]#[N:14])[CH:10]=[CH:9][N:8]=3)[N:5]=[CH:4][C:3]=2[CH3:15])=[CH:19][CH:18]=1, predict the reactants needed to synthesize it. The reactants are: [OH:1][C:2]1[N:6]([C:7]2[CH:12]=[C:11]([C:13]#[N:14])[CH:10]=[CH:9][N:8]=2)[N:5]=[CH:4][C:3]=1[CH3:15].[F:16][C:17]1[CH:24]=[CH:23][C:20]([CH2:21]O)=[CH:19][CH:18]=1. (7) The reactants are: [N:1]1[CH:6]=[CH:5][CH:4]=[N:3][C:2]=1[CH2:7][CH2:8][CH2:9][C:10](=[O:33])[CH2:11][S:12]([N:15]1[CH2:20][CH2:19][N:18]([C:21]2[N:26]=[CH:25][C:24]([O:27][CH2:28][C:29]([F:32])([F:31])[F:30])=[CH:23][N:22]=2)[CH2:17][CH2:16]1)(=[O:14])=[O:13].[BH4-].[Na+]. Given the product [N:1]1[CH:6]=[CH:5][CH:4]=[N:3][C:2]=1[CH2:7][CH2:8][CH2:9][CH:10]([OH:33])[CH2:11][S:12]([N:15]1[CH2:20][CH2:19][N:18]([C:21]2[N:22]=[CH:23][C:24]([O:27][CH2:28][C:29]([F:30])([F:32])[F:31])=[CH:25][N:26]=2)[CH2:17][CH2:16]1)(=[O:13])=[O:14], predict the reactants needed to synthesize it.